From a dataset of Catalyst prediction with 721,799 reactions and 888 catalyst types from USPTO. Predict which catalyst facilitates the given reaction. (1) Reactant: O[CH2:2][CH2:3][C:4]1[CH:8]=[C:7]([Si:9]([CH3:12])([CH3:11])[CH3:10])[S:6][C:5]=1[C:13]([OH:15])=[O:14].C1(C)C=CC(S(O)(=O)=O)=CC=1. Product: [CH3:12][Si:9]([CH3:10])([CH3:11])[C:7]1[S:6][C:5]2[C:13](=[O:14])[O:15][CH2:2][CH2:3][C:4]=2[CH:8]=1. The catalyst class is: 11. (2) The catalyst class is: 31. Reactant: [Cl:1][C:2]1[CH:3]=[C:4]([NH:9][CH2:10][C:11]([OH:13])=O)[CH:5]=[C:6]([Cl:8])[CH:7]=1.C1C=CC2N(O)N=NC=2C=1.[CH3:24][N:25]([C@@H:45]1[CH2:50][CH2:49][CH2:48][NH:47][CH2:46]1)[C:26]1[C:27]2[CH:34]=[CH:33][N:32]([S:35]([C:38]3[CH:44]=[CH:43][C:41]([CH3:42])=[CH:40][CH:39]=3)(=[O:37])=[O:36])[C:28]=2[N:29]=[CH:30][N:31]=1.CCN(C(C)C)C(C)C. Product: [Cl:8][C:6]1[CH:5]=[C:4]([NH:9][CH2:10][C:11]([N:47]2[CH2:48][CH2:49][CH2:50][C@@H:45]([N:25]([CH3:24])[C:26]3[C:27]4[CH:34]=[CH:33][N:32]([S:35]([C:38]5[CH:44]=[CH:43][C:41]([CH3:42])=[CH:40][CH:39]=5)(=[O:37])=[O:36])[C:28]=4[N:29]=[CH:30][N:31]=3)[CH2:46]2)=[O:13])[CH:3]=[C:2]([Cl:1])[CH:7]=1.